Dataset: Peptide-MHC class I binding affinity with 185,985 pairs from IEDB/IMGT. Task: Regression. Given a peptide amino acid sequence and an MHC pseudo amino acid sequence, predict their binding affinity value. This is MHC class I binding data. (1) The peptide sequence is DLLDTASALY. The MHC is Mamu-A02 with pseudo-sequence Mamu-A02. The binding affinity (normalized) is 0.347. (2) The peptide sequence is MAWRTIMAV. The MHC is HLA-B35:01 with pseudo-sequence HLA-B35:01. The binding affinity (normalized) is 0.386.